Task: Predict the product of the given reaction.. Dataset: Forward reaction prediction with 1.9M reactions from USPTO patents (1976-2016) Given the reactants [NH2:1][C:2]1[N:7]([C:8]2[CH:13]=[CH:12][CH:11]=[CH:10][CH:9]=2)[C:6](SC)=[N:5][C:4](=[O:16])[CH:3]=1.[F:17][C:18]1[CH:24]=[CH:23][C:21]([NH2:22])=[CH:20][CH:19]=1.[K+].[Br-], predict the reaction product. The product is: [NH2:1][C:2]1[N:7]([C:8]2[CH:13]=[CH:12][CH:11]=[CH:10][CH:9]=2)[C:6]([NH:22][C:21]2[CH:23]=[CH:24][C:18]([F:17])=[CH:19][CH:20]=2)=[N:5][C:4](=[O:16])[CH:3]=1.